From a dataset of Full USPTO retrosynthesis dataset with 1.9M reactions from patents (1976-2016). Predict the reactants needed to synthesize the given product. (1) Given the product [C:22]([C:17]1[CH:18]=[CH:19][CH:20]=[CH:21][C:16]=1[N:13]1[CH2:14][CH2:15][N:10]([C:8]([C:5]2[CH:6]=[CH:7][C:2]([C:34]3[CH:39]=[CH:38][C:37]([CH2:40][C:41]([OH:43])=[O:42])=[CH:36][CH:35]=3)=[CH:3][CH:4]=2)=[O:9])[CH2:11][CH2:12]1)([CH3:25])([CH3:24])[CH3:23], predict the reactants needed to synthesize it. The reactants are: Br[C:2]1[CH:7]=[CH:6][C:5]([C:8]([N:10]2[CH2:15][CH2:14][N:13]([C:16]3[CH:21]=[CH:20][CH:19]=[CH:18][C:17]=3[C:22]([CH3:25])([CH3:24])[CH3:23])[CH2:12][CH2:11]2)=[O:9])=[CH:4][CH:3]=1.CC1(C)C(C)(C)OB([C:34]2[CH:39]=[CH:38][C:37]([CH2:40][C:41]([OH:43])=[O:42])=[CH:36][CH:35]=2)O1.C(=O)([O-])[O-].[Na+].[Na+].Cl. (2) Given the product [NH:4]([C:45]([O:47][CH2:48][C:49]1[CH:50]=[CH:51][CH:52]=[CH:53][CH:54]=1)=[O:46])[CH2:5][C:6]([NH:8][C@H:9]([C:17]([NH:19][C@H:20]([C:28]([NH:30][C@H:31]([C:40]([NH:2][NH2:3])=[O:41])[CH2:32][C:33]1[CH:34]=[CH:35][C:36]([OH:39])=[CH:37][CH:38]=1)=[O:29])[CH2:21][C:22]1[CH:27]=[CH:26][CH:25]=[CH:24][CH:23]=1)=[O:18])[CH2:10][C:11]1[CH:16]=[CH:15][CH:14]=[CH:13][CH:12]=1)=[O:1], predict the reactants needed to synthesize it. The reactants are: [OH2:1].[NH2:2][NH2:3].[NH:4]([C:45]([O:47][CH2:48][C:49]1[CH:54]=[CH:53][CH:52]=[CH:51][CH:50]=1)=[O:46])[CH2:5][C:6]([NH:8][C@H:9]([C:17]([NH:19][C@H:20]([C:28]([NH:30][C@H:31]([C:40](OCC)=[O:41])[CH2:32][C:33]1[CH:38]=[CH:37][C:36]([OH:39])=[CH:35][CH:34]=1)=[O:29])[CH2:21][C:22]1[CH:27]=[CH:26][CH:25]=[CH:24][CH:23]=1)=[O:18])[CH2:10][C:11]1[CH:16]=[CH:15][CH:14]=[CH:13][CH:12]=1)=O.